Predict the reactants needed to synthesize the given product. From a dataset of Full USPTO retrosynthesis dataset with 1.9M reactions from patents (1976-2016). (1) Given the product [C:4]([CH2:6][C:7]1([N:22]2[CH:26]=[C:25]([C:27]3[C:28]4[CH:35]=[CH:34][N:33]([CH2:36][O:37][CH2:38][CH2:39][Si:40]([CH3:41])([CH3:43])[CH3:42])[C:29]=4[N:30]=[CH:31][N:32]=3)[CH:24]=[N:23]2)[CH2:8][N:9]([C:11]2[CH:20]=[CH:19][C:14]([C:15]([OH:17])=[O:16])=[CH:13][C:12]=2[F:21])[CH2:10]1)#[N:5], predict the reactants needed to synthesize it. The reactants are: O.[OH-].[Li+].[C:4]([CH2:6][C:7]1([N:22]2[CH:26]=[C:25]([C:27]3[C:28]4[CH:35]=[CH:34][N:33]([CH2:36][O:37][CH2:38][CH2:39][Si:40]([CH3:43])([CH3:42])[CH3:41])[C:29]=4[N:30]=[CH:31][N:32]=3)[CH:24]=[N:23]2)[CH2:10][N:9]([C:11]2[CH:20]=[CH:19][C:14]([C:15]([O:17]C)=[O:16])=[CH:13][C:12]=2[F:21])[CH2:8]1)#[N:5].Cl. (2) Given the product [NH2:7][C:4]1[S:5][C:6]([C:13]([OH:14])([C:15]([F:18])([F:17])[F:16])[C:12]([F:20])([F:19])[F:11])=[C:2]([CH3:1])[N:3]=1, predict the reactants needed to synthesize it. The reactants are: [CH3:1][C:2]1[N:3]=[C:4]([NH2:7])[S:5][CH:6]=1.O.O.O.[F:11][C:12]([F:20])([F:19])[C:13]([C:15]([F:18])([F:17])[F:16])=[O:14].